From a dataset of Forward reaction prediction with 1.9M reactions from USPTO patents (1976-2016). Predict the product of the given reaction. (1) The product is: [CH2:1]([O:3][C:4](=[O:9])[CH:5]([C:6]#[N:7])[NH:8][C:19](=[O:20])[CH2:18][O:17][CH3:16])[CH3:2]. Given the reactants [CH2:1]([O:3][C:4](=[O:9])[CH:5]([NH2:8])[C:6]#[N:7])[CH3:2].N1C=CC=CC=1.[CH3:16][O:17][CH2:18][C:19](Cl)=[O:20], predict the reaction product. (2) Given the reactants [OH:1][C@H:2]1[CH2:19][CH2:18][C@@:17]2([CH3:20])[C:4](=[CH:5][C:6](=[O:22])[C@@H:7]3[C@@H:16]2[CH2:15][CH2:14][C@@:12]2([CH3:13])[C@H:8]3[CH2:9][CH2:10][C@@H:11]2[OH:21])[CH2:3]1.C1COC23OCCOC2([C@]2(CC[C@H]4[C@@H](C(=O)CC5[C@]4(C)CCCC5)[C@@H]2C3)C)O1, predict the reaction product. The product is: [OH:1][C@H:2]1[CH2:19][CH2:18][C@@:17]2([CH3:20])[CH:4]([CH2:5][C:6](=[O:22])[C@@H:7]3[C@@H:16]2[CH2:15][CH2:14][C@@:12]2([CH3:13])[C@H:8]3[CH2:9][CH2:10][C@@H:11]2[OH:21])[CH2:3]1. (3) The product is: [Cl:33][C:27]1[CH:28]=[CH:29][CH:30]=[C:31]([Cl:32])[C:26]=1[C:25]([NH:24][C:21]1[CH:20]=[CH:19][C:18]([CH2:17][C@H:13]([NH:12][C:10](=[O:11])[C:9]2[C:8]([Cl:38])=[CH:7][C:6]([O:5][CH2:4][CH2:3][CH2:2][NH:1][C:47](=[O:46])[CH2:48][CH2:49][O:50][CH2:51][CH2:52][O:53][CH2:54][CH2:55][O:56][CH2:57][CH2:58][O:59][CH2:60][CH2:61][O:62][CH2:63][CH2:64][O:65][CH2:66][CH2:67][O:68][CH2:69][CH2:70][O:71][CH2:72][CH2:73][NH:74][C:75](=[O:85])[CH2:76][CH2:77][N:78]3[C:82](=[O:83])[CH:81]=[CH:80][C:79]3=[O:84])=[CH:36][C:35]=2[Cl:37])[C:14]([OH:16])=[O:15])=[CH:23][CH:22]=1)=[O:34]. Given the reactants [NH2:1][CH2:2][CH2:3][CH2:4][O:5][C:6]1[CH:36]=[C:35]([Cl:37])[C:9]([C:10]([NH:12][C@@H:13]([CH2:17][C:18]2[CH:23]=[CH:22][C:21]([NH:24][C:25](=[O:34])[C:26]3[C:31]([Cl:32])=[CH:30][CH:29]=[CH:28][C:27]=3[Cl:33])=[CH:20][CH:19]=2)[C:14]([OH:16])=[O:15])=[O:11])=[C:8]([Cl:38])[CH:7]=1.O=C1CCC(=O)N1[O:46][C:47](=O)[CH2:48][CH2:49][O:50][CH2:51][CH2:52][O:53][CH2:54][CH2:55][O:56][CH2:57][CH2:58][O:59][CH2:60][CH2:61][O:62][CH2:63][CH2:64][O:65][CH2:66][CH2:67][O:68][CH2:69][CH2:70][O:71][CH2:72][CH2:73][NH:74][C:75](=[O:85])[CH2:76][CH2:77][N:78]1[C:82](=[O:83])[CH:81]=[CH:80][C:79]1=[O:84].CCN(C(C)C)C(C)C, predict the reaction product.